Dataset: Peptide-MHC class I binding affinity with 185,985 pairs from IEDB/IMGT. Task: Regression. Given a peptide amino acid sequence and an MHC pseudo amino acid sequence, predict their binding affinity value. This is MHC class I binding data. The peptide sequence is ILKKLSSIK. The MHC is HLA-A33:01 with pseudo-sequence HLA-A33:01. The binding affinity (normalized) is 0.320.